This data is from Retrosynthesis with 50K atom-mapped reactions and 10 reaction types from USPTO. The task is: Predict the reactants needed to synthesize the given product. (1) Given the product CCCc1cc(CC(=O)O)ccc1OC1COc2ccc(C(C)=O)c(O)c2C1, predict the reactants needed to synthesize it. The reactants are: CCCc1cc(CC(=O)OC)ccc1OC1COc2ccc(C(C)=O)c(O)c2C1. (2) Given the product CN(C(=O)Oc1ccc(CCO)cc1)c1ccccc1, predict the reactants needed to synthesize it. The reactants are: CN(C(=O)Cl)c1ccccc1.OCCc1ccc(O)cc1.